Task: Predict the reactants needed to synthesize the given product.. Dataset: Full USPTO retrosynthesis dataset with 1.9M reactions from patents (1976-2016) (1) Given the product [CH3:1][N:2]1[C:7]([CH3:9])([CH3:8])[CH2:6][C:5]2[O:10][CH:11]=[C:12]([C:13]([OH:15])=[O:14])[C:4]=2[C:3]1=[O:17], predict the reactants needed to synthesize it. The reactants are: [CH3:1][N:2]1[C:7]([CH3:9])([CH3:8])[CH2:6][C:5]2[O:10][CH:11]=[C:12]([C:13]([O:15]C)=[O:14])[C:4]=2[C:3]1=[O:17].CC1(C)C(=O)C2C(C(OCC)=O)=COC=2CC1. (2) Given the product [CH3:28][CH:27]([S:24]([NH:23][CH:19]1[CH2:20][CH2:21][CH:22]=[C:18]1[C:15]1[CH:14]=[CH:13][C:12]([O:11][CH2:10][CH2:9][NH:8][S:4]([CH:1]([CH3:2])[CH3:30])(=[O:5])=[O:6])=[CH:17][CH:16]=1)(=[O:26])=[O:25])[CH3:29], predict the reactants needed to synthesize it. The reactants are: [CH2:1]([S:4](Cl)(=[O:6])=[O:5])[CH2:2]C.[NH2:8][CH2:9][CH2:10][O:11][C:12]1[CH:17]=[CH:16][C:15]([C:18]2[CH:19]([NH:23][S:24]([CH:27]([CH3:29])[CH3:28])(=[O:26])=[O:25])[CH2:20][CH2:21][CH:22]=2)=[CH:14][CH:13]=1.[CH2:30]1CCN2C(=NCCC2)CC1. (3) Given the product [F:1][C:2]1[CH:3]=[C:4]([CH:5]=[CH:6][C:7]=1[O:8][C:9]1[CH:14]=[CH:13][N:12]=[C:11]([F:15])[CH:10]=1)[CH2:16][O:17][C:31]1[CH:32]=[C:33]2[NH:25][C:26]([CH3:37])([CH3:36])[CH2:27][N:28]2[C:29](=[O:35])[N:30]=1, predict the reactants needed to synthesize it. The reactants are: [F:1][C:2]1[CH:3]=[C:4]([CH2:16][OH:17])[CH:5]=[CH:6][C:7]=1[O:8][C:9]1[CH:14]=[CH:13][N:12]=[C:11]([F:15])[CH:10]=1.C(OC([N:25]1[C:33]2[N:28]([C:29](=[O:35])[N:30]=[C:31](Cl)[CH:32]=2)[CH2:27][C:26]1([CH3:37])[CH3:36])=O)(C)(C)C. (4) Given the product [CH3:27][C@@H:25]1[CH2:24][N:23]([C:2]2[C:16]([CH:17]=[O:18])=[CH:15][C:5]3[C:6]([C:9]4[N:13]([CH3:14])[N:12]=[CH:11][N:10]=4)=[N:7][O:8][C:4]=3[C:3]=2[F:19])[CH2:22][C@@H:21]([CH3:20])[O:26]1, predict the reactants needed to synthesize it. The reactants are: F[C:2]1[C:16]([CH:17]=[O:18])=[CH:15][C:5]2[C:6]([C:9]3[N:13]([CH3:14])[N:12]=[CH:11][N:10]=3)=[N:7][O:8][C:4]=2[C:3]=1[F:19].[CH3:20][C@H:21]1[O:26][C@H:25]([CH3:27])[CH2:24][NH:23][CH2:22]1. (5) Given the product [F:1][C:2]1[CH:11]=[C:10]2[C:5]([CH:6]([NH:14][C:15]([NH:17][C:18]3[CH:26]=[CH:25][CH:24]=[C:23]4[C:19]=3[CH:20]=[N:21][N:22]4[CH2:32][CH2:31][O:30][CH3:29])=[O:16])[CH2:7][C:8]([CH3:12])([CH3:13])[O:9]2)=[CH:4][CH:3]=1, predict the reactants needed to synthesize it. The reactants are: [F:1][C:2]1[CH:11]=[C:10]2[C:5]([CH:6]([NH:14][C:15]([NH:17][C:18]3[CH:26]=[CH:25][CH:24]=[C:23]4[C:19]=3[CH:20]=[N:21][NH:22]4)=[O:16])[CH2:7][C:8]([CH3:13])([CH3:12])[O:9]2)=[CH:4][CH:3]=1.[H-].[Na+].[CH3:29][O:30][CH2:31][CH2:32]Br. (6) The reactants are: [CH:1]([NH:4]/[C:5](/SC)=[CH:6]/[C:7]#[N:8])([CH3:3])[CH3:2].O.[NH2:12][NH2:13]. Given the product [CH:1]([NH:4][C:5]1[CH:6]=[C:7]([NH2:8])[NH:13][N:12]=1)([CH3:3])[CH3:2], predict the reactants needed to synthesize it. (7) Given the product [ClH:2].[CH2:7]([O:14][C:15]1[CH:33]=[CH:32][C:18]([C:19]2[C:29]3[C:24](=[CH:25][C:26]([O:30][CH3:31])=[CH:27][CH:28]=3)[CH2:23][CH2:22][N:21]=2)=[CH:17][CH:16]=1)[C:8]1[CH:13]=[CH:12][CH:11]=[CH:10][CH:9]=1, predict the reactants needed to synthesize it. The reactants are: P(Cl)(Cl)(Cl)(Cl)[Cl:2].[CH2:7]([O:14][C:15]1[CH:33]=[CH:32][C:18]([C:19]([NH:21][CH2:22][CH2:23][C:24]2[CH:29]=[CH:28][CH:27]=[C:26]([O:30][CH3:31])[CH:25]=2)=O)=[CH:17][CH:16]=1)[C:8]1[CH:13]=[CH:12][CH:11]=[CH:10][CH:9]=1.CCCCCC. (8) Given the product [CH3:1][S:2][C:3]1[CH:4]=[CH:5][C:6]([C:7]([N:9]2[CH2:10][CH2:11][CH:12]([C:15]3[CH:36]=[CH:35][C:18]([C:19]([NH:21][C:22]([NH2:24])=[NH:23])=[O:20])=[CH:17][C:16]=3[C:37]([F:38])([F:39])[F:40])[CH2:13][CH2:14]2)=[O:8])=[CH:41][CH:42]=1, predict the reactants needed to synthesize it. The reactants are: [CH3:1][S:2][C:3]1[CH:42]=[CH:41][C:6]([C:7]([N:9]2[CH2:14][CH2:13][CH:12]([C:15]3[CH:36]=[CH:35][C:18]([C:19]([NH:21][C:22]([NH:24]C(OCC4C=CC=CC=4)=O)=[NH:23])=[O:20])=[CH:17][C:16]=3[C:37]([F:40])([F:39])[F:38])[CH2:11][CH2:10]2)=[O:8])=[CH:5][CH:4]=1.C1(SC)C=CC=CC=1. (9) Given the product [CH3:28][N:29]1[CH2:34][CH2:33][C:32]2[N:9]([CH2:13][CH2:14][N:15]3[CH2:19][CH2:18][CH2:17][CH2:16]3)[C:6]3[CH:5]=[CH:4][C:3]([CH3:2])=[CH:8][C:7]=3[C:31]=2[CH2:30]1, predict the reactants needed to synthesize it. The reactants are: Cl.[CH3:2][C:3]1[CH:8]=[CH:7][C:6]([NH:9]N)=[CH:5][CH:4]=1.Br.Br[CH2:13][CH2:14][N:15]1[CH2:19][CH2:18][CH2:17][CH2:16]1.C(N(CC)CC)C.Cl.[CH3:28][N:29]1[CH2:34][CH2:33][C:32](=O)[CH2:31][CH2:30]1. (10) Given the product [C:87]([CH2:86][CH2:85][C:54]1[C:55]([CH2:59][CH2:60][CH2:61][CH2:62][CH2:63][CH2:64][O:65][C:66]2[CH:67]=[C:68]([C:77]3[CH:82]=[CH:81][C:80]([F:83])=[C:79]([OH:84])[CH:78]=3)[CH:69]=[C:70]([C:72](=[O:76])[N:73]([CH3:75])[CH3:74])[CH:71]=2)=[CH:56][CH:57]=[CH:58][C:53]=1[O:52][CH2:51][CH2:50][CH2:49][C:48]([OH:92])=[O:47])([OH:89])=[O:88], predict the reactants needed to synthesize it. The reactants are: C(CCC1C(CCCCCCOC2C=C(C3C=CC(F)=C(F)C=3)C=C(C(=O)N(C)C)C=2)=CC=CC=1OCCCC(O)=O)(O)=O.C([O:47][C:48](=[O:92])[CH2:49][CH2:50][CH2:51][O:52][C:53]1[CH:58]=[CH:57][CH:56]=[C:55]([CH2:59][CH2:60][CH2:61][CH2:62][CH2:63][CH2:64][O:65][C:66]2[CH:67]=[C:68]([C:77]3[CH:82]=[CH:81][C:80]([F:83])=[C:79]([OH:84])[CH:78]=3)[CH:69]=[C:70]([C:72](=[O:76])[N:73]([CH3:75])[CH3:74])[CH:71]=2)[C:54]=1[CH2:85][CH2:86][C:87]([O:89]CC)=[O:88])C.[OH-].[Na+].